Dataset: Forward reaction prediction with 1.9M reactions from USPTO patents (1976-2016). Task: Predict the product of the given reaction. (1) The product is: [CH3:28][O:1][C:2]1[CH:3]=[C:4]2[C:9](=[CH:10][C:11]=1[CH3:12])[O:8][C:7]1([CH2:21][C:20]([CH3:22])([CH3:23])[C:19]3[C:14](=[CH:15][C:16]([CH3:25])=[C:17]([O:24][CH2:37][C:38]([OH:40])=[O:39])[CH:18]=3)[O:13]1)[CH2:6][C:5]2([CH3:27])[CH3:26]. Given the reactants [OH:1][C:2]1[CH:3]=[C:4]2[C:9](=[CH:10][C:11]=1[CH3:12])[O:8][C:7]1([CH2:21][C:20]([CH3:23])([CH3:22])[C:19]3[C:14](=[CH:15][C:16]([CH3:25])=[C:17]([OH:24])[CH:18]=3)[O:13]1)[CH2:6][C:5]2([CH3:27])[CH3:26].[C:28](=O)([O-])[O-].[K+].[K+].IC.Br[CH2:37][C:38]([O:40]CC)=[O:39].[OH-].[Na+], predict the reaction product. (2) Given the reactants [CH3:1][O:2][C:3]1[CH:4]=[CH:5][C:6]([C:10]2[CH2:19][CH2:18][C:17]3[C:12](=[CH:13][CH:14]=[C:15]([O:20][CH3:21])[CH:16]=3)[CH:11]=2)=[C:7]([NH2:9])[CH:8]=1.Br[C:23]1[CH:37]=[CH:36][C:26]([O:27][CH2:28][CH2:29][N:30]2[CH2:35][CH2:34][CH2:33][CH2:32][CH2:31]2)=[CH:25][CH:24]=1, predict the reaction product. The product is: [CH3:1][O:2][C:3]1[CH:4]=[CH:5][C:6]([C:10]2[CH2:19][CH2:18][C:17]3[C:12](=[CH:13][CH:14]=[C:15]([O:20][CH3:21])[CH:16]=3)[CH:11]=2)=[C:7]([NH:9][C:23]2[CH:24]=[CH:25][C:26]([O:27][CH2:28][CH2:29][N:30]3[CH2:31][CH2:32][CH2:33][CH2:34][CH2:35]3)=[CH:36][CH:37]=2)[CH:8]=1. (3) Given the reactants COC(C1C=CC=CC=1)=C(OC)C(O)=O.C([CH:18](CCCC)[C:19]([O:21][CH2:22][CH:23](CO)O)=O)C.CO[C:33]1[CH:38]=[C:37]([O:39][CH3:40])[C:36](OC)=[CH:35][C:34]=1/[CH:43]=[CH:44]/[C:45]([OH:47])=[O:46], predict the reaction product. The product is: [CH3:18][CH2:19][O:21][CH2:22][CH2:23][O:47][C:45](/[CH:44]=[CH:43]/[C:34]1[CH:33]=[CH:38][C:37]([O:39][CH3:40])=[CH:36][CH:35]=1)=[O:46].